From a dataset of Peptide-MHC class I binding affinity with 185,985 pairs from IEDB/IMGT. Regression. Given a peptide amino acid sequence and an MHC pseudo amino acid sequence, predict their binding affinity value. This is MHC class I binding data. (1) The peptide sequence is YKEPNSIIL. The MHC is HLA-A02:01 with pseudo-sequence HLA-A02:01. The binding affinity (normalized) is 0.0847. (2) The peptide sequence is IYWLIFWRF. The MHC is HLA-A31:01 with pseudo-sequence HLA-A31:01. The binding affinity (normalized) is 0.0847. (3) The peptide sequence is YKLLNGPLI. The MHC is H-2-Db with pseudo-sequence H-2-Db. The binding affinity (normalized) is 0.776. (4) The peptide sequence is RMMETWHPL. The MHC is HLA-B15:42 with pseudo-sequence HLA-B15:42. The binding affinity (normalized) is 0.213.